From a dataset of Full USPTO retrosynthesis dataset with 1.9M reactions from patents (1976-2016). Predict the reactants needed to synthesize the given product. (1) Given the product [CH3:30][N:33]([CH3:34])[CH:5]1[CH2:10][CH2:9][N:8]([C:11]2[CH:16]=[CH:15][C:14]([B:17]3[O:21][C:20]([CH3:23])([CH3:22])[C:19]([CH3:25])([CH3:24])[O:18]3)=[CH:13][CH:12]=2)[CH2:7][CH2:6]1, predict the reactants needed to synthesize it. The reactants are: C(O[CH:5]1[CH2:10][CH2:9][N:8]([C:11]2[CH:16]=[CH:15][C:14]([B:17]3[O:21][C:20]([CH3:23])([CH3:22])[C:19]([CH3:25])([CH3:24])[O:18]3)=[CH:13][CH:12]=2)[CH2:7][CH2:6]1)(=O)C.BrC1C=C[C:30]([N:33]2CCC(N(C)C)C[CH2:34]2)=CC=1. (2) Given the product [C:1]([O:5][C:6](=[O:7])[NH:8][C:9]1[CH:14]=[CH:13][C:12]([NH:15][C:16]([O:18][C:19]([CH3:22])([CH3:21])[CH3:20])=[O:17])=[CH:11][C:10]=1[CH:33]=[O:34])([CH3:4])([CH3:3])[CH3:2], predict the reactants needed to synthesize it. The reactants are: [C:1]([O:5][C:6]([NH:8][C:9]1[CH:14]=[CH:13][C:12]([NH:15][C:16]([O:18][C:19]([CH3:22])([CH3:21])[CH3:20])=[O:17])=[CH:11][C:10]=1Br)=[O:7])([CH3:4])([CH3:3])[CH3:2].C[Li].C([Li])(C)(C)C.CN(C)[CH:33]=[O:34]. (3) Given the product [N:1]1([CH:13]2[CH2:18][CH2:17][N:16]([C:19]([O:21][C:22]([CH3:25])([CH3:24])[CH3:23])=[O:20])[CH2:15][CH2:14]2)[CH:5]=[CH:4][CH:3]=[N:2]1, predict the reactants needed to synthesize it. The reactants are: [NH:1]1[CH:5]=[CH:4][CH:3]=[N:2]1.[H-].[Na+].CS(O[CH:13]1[CH2:18][CH2:17][N:16]([C:19]([O:21][C:22]([CH3:25])([CH3:24])[CH3:23])=[O:20])[CH2:15][CH2:14]1)(=O)=O. (4) Given the product [C:42]([O:41][C:39]([N:11]1[CH2:15][C@H:14]([F:16])[C@@H:13]([O:17][CH3:18])[C@H:12]1[C:19]([OH:21])=[O:20])=[O:40])([CH3:43])([CH3:44])[CH3:45], predict the reactants needed to synthesize it. The reactants are: C(OC([N:11]1[CH2:15][C@H:14]([F:16])[C@@H:13]([O:17][CH3:18])[C@H:12]1[C:19]([O:21]CC1C=CC=CC=1)=[O:20])=O)C1C=CC=CC=1.[OH-].[Na+].[CH3:43][C:42]([O:41][C:39](O[C:39]([O:41][C:42]([CH3:45])([CH3:44])[CH3:43])=[O:40])=[O:40])([CH3:45])[CH3:44]. (5) Given the product [F:21][C:22]1[CH:23]=[C:24]([N:28]2[CH2:32][CH2:31][CH2:30][C@@H:29]2[C:33]2[CH:34]=[C:35]([C:50]([N:53]3[CH2:58][CH2:57][O:56][CH2:55][CH2:54]3)=[O:51])[CH:36]=[C:37]3[C:42]=2[O:41][C:40]([N:43]2[CH2:48][CH2:47][O:46][CH2:45][CH2:44]2)=[CH:39][C:38]3=[O:49])[CH:25]=[CH:26][CH:27]=1, predict the reactants needed to synthesize it. The reactants are: [B-](F)(F)(F)F.CN(C(ON1C(=O)CCC1=O)=[N+](C)C)C.[F:21][C:22]1[CH:23]=[C:24]([N:28]2[CH2:32][CH2:31][CH2:30][C@@H:29]2[C:33]2[CH:34]=[C:35]([C:50](O)=[O:51])[CH:36]=[C:37]3[C:42]=2[O:41][C:40]([N:43]2[CH2:48][CH2:47][O:46][CH2:45][CH2:44]2)=[CH:39][C:38]3=[O:49])[CH:25]=[CH:26][CH:27]=1.[NH:53]1[CH2:58][CH2:57][O:56][CH2:55][CH2:54]1.CCN(C(C)C)C(C)C.